From a dataset of Forward reaction prediction with 1.9M reactions from USPTO patents (1976-2016). Predict the product of the given reaction. Given the reactants [O:1]1[CH2:6][CH2:5][CH:4]([O:7][C:8]2[CH:15]=[CH:14][C:13](B3OC(C)(C)C(C)(C)O3)=[CH:12][C:9]=2[C:10]#[N:11])[CH2:3][CH2:2]1.[Cl:25][C:26]1[N:31]=[C:30](Cl)[CH:29]=[CH:28][N:27]=1.C([O-])([O-])=O.[K+].[K+], predict the reaction product. The product is: [Cl:25][C:26]1[N:31]=[C:30]([C:13]2[CH:14]=[CH:15][C:8]([O:7][CH:4]3[CH2:3][CH2:2][O:1][CH2:6][CH2:5]3)=[C:9]([CH:12]=2)[C:10]#[N:11])[CH:29]=[CH:28][N:27]=1.